Dataset: Reaction yield outcomes from USPTO patents with 853,638 reactions. Task: Predict the reaction yield, written as a fraction of the theoretical maximum amount of product (1.0 means a 100% yield; for example, 0.34 means a 34% yield). (1) The reactants are [OH:1][C@H:2]1[CH2:7][CH2:6][C@H:5]([CH:8]([CH2:14][CH3:15])[C:9]([O:11][CH2:12][CH3:13])=[O:10])[CH2:4][CH2:3]1.[N:16]1[CH:21]=[CH:20][C:19](O)=[CH:18][CH:17]=1.C1(P(C2C=CC=CC=2)C2C=CC=CC=2)C=CC=CC=1.N(C(OC(C)C)=O)=NC(OC(C)C)=O. The catalyst is C1COCC1. The product is [N:16]1[CH:21]=[CH:20][C:19]([O:1][C@@H:2]2[CH2:3][CH2:4][C@H:5]([CH:8]([CH2:14][CH3:15])[C:9]([O:11][CH2:12][CH3:13])=[O:10])[CH2:6][CH2:7]2)=[CH:18][CH:17]=1. The yield is 0.439. (2) The reactants are [F:1][C:2]1[CH:10]=[CH:9][C:5]([C:6]([OH:8])=O)=[C:4]([SH:11])[CH:3]=1.[C:12]([C:14]1[CH:19]=[CH:18][CH:17]=[CH:16][N:15]=1)#[N:13]. The catalyst is N1C=CC=CC=1. The product is [F:1][C:2]1[CH:10]=[CH:9][C:5]2[C:6](=[O:8])[N:13]=[C:12]([C:14]3[CH:19]=[CH:18][CH:17]=[CH:16][N:15]=3)[S:11][C:4]=2[CH:3]=1. The yield is 0.0100. (3) The product is [Cl:1][C:2]1[CH:10]=[C:6]([C:7]([NH:20][CH2:21][C:22]2[CH:23]=[CH:24][C:25]([C:26]([O:28][CH3:29])=[O:27])=[CH:30][CH:31]=2)=[O:9])[C:5]([O:11][C:12]2[CH:17]=[CH:16][C:15]([F:18])=[CH:14][CH:13]=2)=[N:4][CH:3]=1. The catalyst is ClCCl. The yield is 0.670. The reactants are [Cl:1][C:2]1[CH:3]=[N:4][C:5]([O:11][C:12]2[CH:17]=[CH:16][C:15]([F:18])=[CH:14][CH:13]=2)=[C:6]([CH:10]=1)[C:7]([OH:9])=O.Cl.[NH2:20][CH2:21][C:22]1[CH:31]=[CH:30][C:25]([C:26]([O:28][CH3:29])=[O:27])=[CH:24][CH:23]=1.C(N(CC)CC)C.F[B-](F)(F)F.BrC1C=CC=C[N+]=1CC. (4) The reactants are [C:1]([C:4]1[CH:29]=[CH:28][C:7]([O:8][CH2:9][C:10]2[CH:11]=[C:12]([NH:16][S:17]([C:20]3[CH:25]=[CH:24][CH:23]=[C:22]([C:26]#[N:27])[CH:21]=3)(=[O:19])=[O:18])[CH:13]=[CH:14][CH:15]=2)=[C:6]([CH2:30][CH2:31][CH3:32])[C:5]=1[OH:33])(=[O:3])[CH3:2].[N-:34]=[N+:35]=[N-:36].[Na+].[Cl-].[NH4+]. The catalyst is CN(C)C=O.O. The product is [C:1]([C:4]1[CH:29]=[CH:28][C:7]([O:8][CH2:9][C:10]2[CH:11]=[C:12]([NH:16][S:17]([C:20]3[CH:25]=[CH:24][CH:23]=[C:22]([C:26]4[N:34]=[N:35][NH:36][N:27]=4)[CH:21]=3)(=[O:19])=[O:18])[CH:13]=[CH:14][CH:15]=2)=[C:6]([CH2:30][CH2:31][CH3:32])[C:5]=1[OH:33])(=[O:3])[CH3:2]. The yield is 0.450. (5) The reactants are C(OC(=O)[NH:7][CH:8]([C:10]1[O:11][C:12](=[N:21][C:22]2[CH:27]=[C:26]([F:28])[CH:25]=[C:24]([F:29])[CH:23]=2)[C:13]2[C:19]([Cl:20])=[CH:18][CH:17]=[CH:16][C:14]=2[N:15]=1)[CH3:9])(C)(C)C. The catalyst is N1CCCCC1.Cl.O1CCOCC1. The product is [NH2:7][CH:8]([C:10]1[N:21]([C:22]2[CH:27]=[C:26]([F:28])[CH:25]=[C:24]([F:29])[CH:23]=2)[C:12](=[O:11])[C:13]2[C:14](=[CH:16][CH:17]=[CH:18][C:19]=2[Cl:20])[N:15]=1)[CH3:9]. The yield is 0.980. (6) The reactants are CC1[N:3]([C:8]2[CH:12]=[C:11]([CH:13]3[CH2:16][O:15][CH2:14]3)[NH:10][N:9]=2)C(C)=CC=1.CCO.NO.Cl.C([O-])(O)=O.[Na+]. The catalyst is O. The product is [O:15]1[CH2:16][CH:13]([C:11]2[NH:10][N:9]=[C:8]([NH2:3])[CH:12]=2)[CH2:14]1. The yield is 0.190. (7) The reactants are C([O:3][C:4]([C:6]1[C:15](=[O:16])[C:14]2[C:9](=[CH:10][C:11]([F:26])=[C:12]([CH2:17][C:18]3[CH:23]=[CH:22][CH:21]=[C:20]([Cl:24])[C:19]=3[F:25])[CH:13]=2)[N:8]([C@H:27]([CH2:31][O:32][Si](C(C)(C)C)(C)C)[CH:28]([CH3:30])[CH3:29])[CH:7]=1)=[O:5])C.[OH-].[Na+]. The catalyst is C(O)(C)C. The product is [Cl:24][C:20]1[C:19]([F:25])=[C:18]([CH:23]=[CH:22][CH:21]=1)[CH2:17][C:12]1[CH:13]=[C:14]2[C:9](=[CH:10][C:11]=1[F:26])[N:8]([C@H:27]([CH2:31][OH:32])[CH:28]([CH3:30])[CH3:29])[CH:7]=[C:6]([C:4]([OH:5])=[O:3])[C:15]2=[O:16]. The yield is 0.820. (8) The reactants are [CH3:1][CH:2]([CH3:31])[CH2:3][CH:4]([NH:21][C:22]1[CH:23]=[N:24][C:25]([C:28](O)=[O:29])=[N:26][CH:27]=1)[C:5]1[CH:10]=[CH:9][C:8]([C:11]2[CH:16]=[CH:15][C:14]([C:17]([F:20])([F:19])[F:18])=[CH:13][CH:12]=2)=[CH:7][CH:6]=1.Cl.CN(C)CCCN=C=NCC.Cl.[CH2:45]([O:47][C:48](=[O:52])[CH2:49][CH2:50][NH2:51])[CH3:46].C(N(CC)CC)C. The catalyst is ClCCl. The product is [CH2:45]([O:47][C:48](=[O:52])[CH2:49][CH2:50][NH:51][C:28]([C:25]1[N:26]=[CH:27][C:22]([NH:21][CH:4]([C:5]2[CH:6]=[CH:7][C:8]([C:11]3[CH:16]=[CH:15][C:14]([C:17]([F:18])([F:20])[F:19])=[CH:13][CH:12]=3)=[CH:9][CH:10]=2)[CH2:3][CH:2]([CH3:31])[CH3:1])=[CH:23][N:24]=1)=[O:29])[CH3:46]. The yield is 0.940. (9) The reactants are [CH3:1][C@@H:2]([NH:6][CH2:7][C:8]1[S:12][C:11](B(O)O)=[CH:10][CH:9]=1)[CH:3]([CH3:5])[CH3:4].Br[C:17]1[CH:18]=[C:19]2[C:23](=[C:24]([C:26]([NH2:28])=[O:27])[CH:25]=1)[NH:22][CH:21]=[C:20]2[CH:29]1[CH2:34][CH2:33][N:32]([S:35]([CH2:38][CH3:39])(=[O:37])=[O:36])[CH2:31][CH2:30]1.C([O-])([O-])=O.[K+].[K+]. The catalyst is C1C=CC([P]([Pd]([P](C2C=CC=CC=2)(C2C=CC=CC=2)C2C=CC=CC=2)([P](C2C=CC=CC=2)(C2C=CC=CC=2)C2C=CC=CC=2)[P](C2C=CC=CC=2)(C2C=CC=CC=2)C2C=CC=CC=2)(C2C=CC=CC=2)C2C=CC=CC=2)=CC=1. The product is [CH3:1][C@@H:2]([NH:6][CH2:7][C:8]1[S:12][C:11]([C:17]2[CH:18]=[C:19]3[C:23](=[C:24]([C:26]([NH2:28])=[O:27])[CH:25]=2)[NH:22][CH:21]=[C:20]3[CH:29]2[CH2:30][CH2:31][N:32]([S:35]([CH2:38][CH3:39])(=[O:36])=[O:37])[CH2:33][CH2:34]2)=[CH:10][CH:9]=1)[CH:3]([CH3:5])[CH3:4]. The yield is 0.300.